Dataset: Catalyst prediction with 721,799 reactions and 888 catalyst types from USPTO. Task: Predict which catalyst facilitates the given reaction. (1) Reactant: [Cl:1][C:2]1[CH:25]=[CH:24][C:5]([CH2:6][CH2:7][O:8][C:9]2[N:14]=[N:13][C:12]([C:15]3[CH:16]=[C:17]([CH:21]=[CH:22][CH:23]=3)[C:18](O)=[O:19])=[CH:11][CH:10]=2)=[CH:4][CH:3]=1.[F:26][C:27]1[CH:32]=[CH:31][C:30]([S:33]([NH2:36])(=[O:35])=[O:34])=[CH:29][CH:28]=1. Product: [Cl:1][C:2]1[CH:3]=[CH:4][C:5]([CH2:6][CH2:7][O:8][C:9]2[N:14]=[N:13][C:12]([C:15]3[CH:16]=[C:17]([CH:21]=[CH:22][CH:23]=3)[C:18]([NH:36][S:33]([C:30]3[CH:29]=[CH:28][C:27]([F:26])=[CH:32][CH:31]=3)(=[O:35])=[O:34])=[O:19])=[CH:11][CH:10]=2)=[CH:24][CH:25]=1. The catalyst class is: 119. (2) Reactant: [Cl:1][C:2]1[CH:3]=[C:4]([C@H:9]2[C@H:14]([N:15]([CH3:24])[C:16]([C:18]3[CH:23]=[CH:22][CH:21]=[CH:20][CH:19]=3)=[O:17])[CH2:13][CH2:12][N:11](C(OC(C)(C)C)=O)[CH2:10]2)[CH:5]=[CH:6][C:7]=1[Cl:8].Cl.C(OCC)(=O)C. Product: [Cl:1][C:2]1[CH:3]=[C:4]([C@H:9]2[C@H:14]([N:15]([CH3:24])[C:16](=[O:17])[C:18]3[CH:23]=[CH:22][CH:21]=[CH:20][CH:19]=3)[CH2:13][CH2:12][NH:11][CH2:10]2)[CH:5]=[CH:6][C:7]=1[Cl:8]. The catalyst class is: 13. (3) Reactant: [NH2:1][C:2]1[CH:3]=[C:4]([CH:8]=[CH:9][CH:10]=1)[C:5]([OH:7])=[O:6].[H][H]. Product: [NH2:1][CH:2]1[CH2:10][CH2:9][CH2:8][CH:4]([C:5]([OH:7])=[O:6])[CH2:3]1. The catalyst class is: 8. (4) Reactant: [C:1]([NH:4][C:5]([CH:26]1[CH2:32][C@H:31]2[NH:33][C@H:28]([CH2:29][CH2:30]2)[CH2:27]1)([CH2:13][CH2:14][CH2:15][CH2:16][B:17]1[O:21][C:20]([CH3:23])([CH3:22])[C:19]([CH3:25])([CH3:24])[O:18]1)[C:6]([NH:8][C:9]([CH3:12])([CH3:11])[CH3:10])=[O:7])(=[O:3])[CH3:2].[Cl:34][C:35]1[CH:42]=[CH:41][C:38]([CH:39]=O)=[CH:37][CH:36]=1.C(O)(=O)C.C(O[BH-](OC(=O)C)OC(=O)C)(=O)C.[Na+]. Product: [C:1]([NH:4][C:5]([CH:26]1[CH2:32][C@H:31]2[N:33]([CH2:39][C:38]3[CH:41]=[CH:42][C:35]([Cl:34])=[CH:36][CH:37]=3)[C@H:28]([CH2:29][CH2:30]2)[CH2:27]1)([CH2:13][CH2:14][CH2:15][CH2:16][B:17]1[O:21][C:20]([CH3:22])([CH3:23])[C:19]([CH3:24])([CH3:25])[O:18]1)[C:6]([NH:8][C:9]([CH3:10])([CH3:11])[CH3:12])=[O:7])(=[O:3])[CH3:2]. The catalyst class is: 26. (5) Reactant: [OH:1][C:2]1[CH:9]=[CH:8][C:7]([O:10][C:11]([F:14])([F:13])[F:12])=[CH:6][C:3]=1[CH:4]=[O:5].[I:15]N1C(=O)CCC1=O. Product: [OH:1][C:2]1[C:9]([I:15])=[CH:8][C:7]([O:10][C:11]([F:12])([F:13])[F:14])=[CH:6][C:3]=1[CH:4]=[O:5]. The catalyst class is: 3. (6) Reactant: [CH3:1][C:2]1[CH:7]=[CH:6][CH:5]=[C:4]([CH3:8])[N+:3]=1[O-:9].C(Cl)(Cl)Cl.O.[N+:15]([O-])([OH:17])=[O:16]. Product: [CH3:1][C:2]1[CH:7]=[C:6]([N+:15]([O-:17])=[O:16])[CH:5]=[C:4]([CH3:8])[N+:3]=1[O-:9]. The catalyst class is: 82. (7) Reactant: [CH3:1][N:2]([CH3:8])[CH2:3][CH:4]([OH:7])[CH2:5][OH:6].[C:9]1([C:15](Cl)([C:22]2[CH:27]=[CH:26][CH:25]=[CH:24][CH:23]=2)[C:16]2[CH:21]=[CH:20][CH:19]=[CH:18][CH:17]=2)[CH:14]=[CH:13][CH:12]=[CH:11][CH:10]=1. Product: [C:9]1([C:15]([C:16]2[CH:17]=[CH:18][CH:19]=[CH:20][CH:21]=2)([C:22]2[CH:23]=[CH:24][CH:25]=[CH:26][CH:27]=2)[O:6][CH2:5][CH:4]([OH:7])[CH2:3][N:2]([CH3:8])[CH3:1])[CH:10]=[CH:11][CH:12]=[CH:13][CH:14]=1. The catalyst class is: 17. (8) Reactant: [CH3:1][C:2]1([CH3:17])[C:7]2[N:8]=[CH:9][N:10]([C:11]3[CH:16]=[CH:15][CH:14]=[CH:13][CH:12]=3)[C:6]=2[CH2:5][CH2:4][NH:3]1.[Cl:18][C:19]1[C:27]([C:28]([F:31])([F:30])[F:29])=[CH:26][CH:25]=[CH:24][C:20]=1[C:21](Cl)=[O:22].C([O-])([O-])=O.[K+].[K+]. The catalyst class is: 2. Product: [Cl:18][C:19]1[C:27]([C:28]([F:30])([F:31])[F:29])=[CH:26][CH:25]=[CH:24][C:20]=1[C:21]([N:3]1[CH2:4][CH2:5][C:6]2[N:10]([C:11]3[CH:16]=[CH:15][CH:14]=[CH:13][CH:12]=3)[CH:9]=[N:8][C:7]=2[C:2]1([CH3:17])[CH3:1])=[O:22]. (9) Reactant: C[O:2][C:3](=[O:34])[C@@H:4]([NH:11][C:12]([NH2:33])=[N:13][NH:14][C:15](=[O:32])[C@H:16]([NH:24][C:25]([O:27][C:28]([CH3:31])([CH3:30])[CH3:29])=[O:26])[CH2:17][C:18]1[CH:23]=[CH:22][CH:21]=[CH:20][CH:19]=1)[CH2:5][CH2:6][CH2:7][N+:8]([O-:10])=[O:9].O.[OH-].[Li+].O.FC(F)(F)C(O)=O. Product: [C:28]([O:27][C:25]([NH:24][C@H:16]([CH2:17][C:18]1[CH:19]=[CH:20][CH:21]=[CH:22][CH:23]=1)[C:15]([NH:14][N:13]=[C:12]([NH2:33])[NH:11][C@@H:4]([CH2:5][CH2:6][CH2:7][N+:8]([O-:10])=[O:9])[C:3]([OH:34])=[O:2])=[O:32])=[O:26])([CH3:31])([CH3:29])[CH3:30]. The catalyst class is: 7. (10) The catalyst class is: 5. Reactant: [CH3:1][O-].[Na+].[N:4]#[C:5][NH2:6].[Cl:7][C:8]1[CH:13]=[C:12]([N:14]=[C:15]=[S:16])[CH:11]=[C:10]([Cl:17])[C:9]=1[C:18]1[CH:23]=[CH:22][C:21]([F:24])=[CH:20][CH:19]=1.CI. Product: [C:5](/[N:6]=[C:15](\[S:16][CH3:1])/[NH:14][C:12]1[CH:13]=[C:8]([Cl:7])[C:9]([C:18]2[CH:23]=[CH:22][C:21]([F:24])=[CH:20][CH:19]=2)=[C:10]([Cl:17])[CH:11]=1)#[N:4].